From a dataset of NCI-60 drug combinations with 297,098 pairs across 59 cell lines. Regression. Given two drug SMILES strings and cell line genomic features, predict the synergy score measuring deviation from expected non-interaction effect. (1) Drug 1: CCC1=CC2CC(C3=C(CN(C2)C1)C4=CC=CC=C4N3)(C5=C(C=C6C(=C5)C78CCN9C7C(C=CC9)(C(C(C8N6C)(C(=O)OC)O)OC(=O)C)CC)OC)C(=O)OC.C(C(C(=O)O)O)(C(=O)O)O. Drug 2: C1C(C(OC1N2C=NC3=C(N=C(N=C32)Cl)N)CO)O. Cell line: RXF 393. Synergy scores: CSS=25.6, Synergy_ZIP=-0.567, Synergy_Bliss=-0.455, Synergy_Loewe=0.694, Synergy_HSA=1.47. (2) Drug 1: C1=NC2=C(N=C(N=C2N1C3C(C(C(O3)CO)O)O)F)N. Drug 2: CCN(CC)CCNC(=O)C1=C(NC(=C1C)C=C2C3=C(C=CC(=C3)F)NC2=O)C. Cell line: A498. Synergy scores: CSS=-1.19, Synergy_ZIP=0.882, Synergy_Bliss=1.58, Synergy_Loewe=-2.80, Synergy_HSA=-1.72. (3) Drug 1: C1=C(C(=O)NC(=O)N1)N(CCCl)CCCl. Drug 2: CCC1(C2=C(COC1=O)C(=O)N3CC4=CC5=C(C=CC(=C5CN(C)C)O)N=C4C3=C2)O.Cl. Cell line: OVCAR-4. Synergy scores: CSS=2.44, Synergy_ZIP=-0.352, Synergy_Bliss=0.712, Synergy_Loewe=0.543, Synergy_HSA=0.589. (4) Drug 1: CN1CCC(CC1)COC2=C(C=C3C(=C2)N=CN=C3NC4=C(C=C(C=C4)Br)F)OC. Drug 2: C(CN)CNCCSP(=O)(O)O. Cell line: HCT116. Synergy scores: CSS=9.29, Synergy_ZIP=-1.35, Synergy_Bliss=-6.06, Synergy_Loewe=-9.42, Synergy_HSA=-6.97.